From a dataset of Forward reaction prediction with 1.9M reactions from USPTO patents (1976-2016). Predict the product of the given reaction. The product is: [N:30]([CH2:6][CH2:7][NH:8][C:9]1[C:13]([C:14]2[N:18]([C:19]3[CH:24]=[CH:23][CH:22]=[C:21]([C:25]([F:28])([F:27])[F:26])[CH:20]=3)[C:17](=[O:29])[O:16][N:15]=2)=[N:12][O:11][N:10]=1)=[N+:31]=[N-:32]. Given the reactants CS(O[CH2:6][CH2:7][NH:8][C:9]1[C:13]([C:14]2[N:18]([C:19]3[CH:24]=[CH:23][CH:22]=[C:21]([C:25]([F:28])([F:27])[F:26])[CH:20]=3)[C:17](=[O:29])[O:16][N:15]=2)=[N:12][O:11][N:10]=1)(=O)=O.[N-:30]=[N+:31]=[N-:32].[Na+].O, predict the reaction product.